Dataset: Catalyst prediction with 721,799 reactions and 888 catalyst types from USPTO. Task: Predict which catalyst facilitates the given reaction. Reactant: C([NH:5][S:6]([C:9]1[CH:10]=[C:11]([C:15]2[CH:20]=[CH:19][CH:18]=[C:17]([C:21]3[CH:26]=[C:25]([C:27]4[CH:32]=[CH:31][C:30]([C:33]([F:36])([F:35])[F:34])=[CH:29][CH:28]=4)[CH:24]=[C:23]([CH2:37][CH3:38])[N:22]=3)[CH:16]=2)[CH:12]=[CH:13][CH:14]=1)(=[O:8])=[O:7])(C)(C)C.C(O)(C(F)(F)F)=O. Product: [CH2:37]([C:23]1[N:22]=[C:21]([C:17]2[CH:16]=[C:15]([C:11]3[CH:12]=[CH:13][CH:14]=[C:9]([S:6]([NH2:5])(=[O:8])=[O:7])[CH:10]=3)[CH:20]=[CH:19][CH:18]=2)[CH:26]=[C:25]([C:27]2[CH:32]=[CH:31][C:30]([C:33]([F:35])([F:36])[F:34])=[CH:29][CH:28]=2)[CH:24]=1)[CH3:38]. The catalyst class is: 4.